Dataset: Forward reaction prediction with 1.9M reactions from USPTO patents (1976-2016). Task: Predict the product of the given reaction. (1) Given the reactants I[C:2]1[CH:26]=[CH:25][C:5]2[C:6]3[CH:12]=[C:11]([S:13]([NH:16][C@H:17]([CH:22]([CH3:24])[CH3:23])[C:18]([O:20][CH3:21])=[O:19])(=[O:15])=[O:14])[CH:10]=[CH:9][C:7]=3[S:8][C:4]=2[CH:3]=1.[CH3:27][C:28]1([CH3:44])[C:32]([CH3:34])([CH3:33])[O:31][B:30]([B:30]2[O:31][C:32]([CH3:34])([CH3:33])[C:28]([CH3:44])([CH3:27])[O:29]2)[O:29]1.C(Cl)Cl.CC([O-])=O.[K+], predict the reaction product. The product is: [CH3:23][CH:22]([CH3:24])[C@@H:17]([NH:16][S:13]([C:11]1[CH:10]=[CH:9][C:7]2[S:8][C:4]3[CH:3]=[C:2]([B:30]4[O:31][C:32]([CH3:34])([CH3:33])[C:28]([CH3:44])([CH3:27])[O:29]4)[CH:26]=[CH:25][C:5]=3[C:6]=2[CH:12]=1)(=[O:15])=[O:14])[C:18]([O:20][CH3:21])=[O:19]. (2) Given the reactants [CH3:1][C:2]1[C:7]([O:8][CH3:9])=[C:6]([CH3:10])[C:5]([CH2:11][S:12]([C:14]2[NH:18][C:17]3[CH:19]=[C:20]([O:23][CH3:24])[CH:21]=[CH:22][C:16]=3[N:15]=2)=[O:13])=[N:4][CH:3]=1.[Cl-].[CH3:26][N+:27]([CH3:37])([CH3:36])[CH:28]([C:30]1[CH:35]=[CH:34][CH:33]=[CH:32][CH:31]=1)[CH3:29].C(=O)([O-])[O-].[K+].[K+].O, predict the reaction product. The product is: [CH3:36][N+:27]([CH3:26])([CH3:37])[CH:28]([C:30]1[CH:35]=[CH:34][CH:33]=[CH:32][CH:31]=1)[CH3:29].[CH3:1][C:2]1[CH:3]=[N:4][C:5]([CH2:11][S+:12]([O-:13])[C:14]2[NH:15][C:16]3[CH:22]=[CH:21][C:20]([O:23][CH3:24])=[CH:19][C:17]=3[N:18]=2)=[C:6]([CH3:10])[C:7]=1[O:8][CH3:9]. (3) Given the reactants Cl[C:2]1[N:7]2[N:8]=[C:9]([CH3:11])[CH:10]=[C:6]2[N:5]=[C:4]([NH:12][C:13]([CH:15]2[CH2:17][CH:16]2[C:18]2[CH:23]=[CH:22][C:21]([F:24])=[CH:20][CH:19]=2)=[O:14])[CH:3]=1.C[N:26]1[C:30](=[O:31])[CH2:29][CH2:28][CH2:27]1, predict the reaction product. The product is: [C:30]([NH:26][CH:27]1[CH2:28][CH2:6][N:5]([C:2]2[N:7]3[N:8]=[C:9]([CH3:11])[CH:10]=[C:6]3[N:5]=[C:4]([NH:12][C:13]([CH:15]3[CH2:17][CH:16]3[C:18]3[CH:23]=[CH:22][C:21]([F:24])=[CH:20][CH:19]=3)=[O:14])[CH:3]=2)[CH2:4][CH2:3]1)(=[O:31])[CH3:29]. (4) Given the reactants [CH3:1][N:2]1[CH:6]=[C:5]([NH:7]/[C:8](/[NH:17]C(=O)OC(C)(C)C)=[N:9]\C(=O)OC(C)(C)C)[CH:4]=[N:3]1.C(O)(C(F)(F)F)=O, predict the reaction product. The product is: [CH3:1][N:2]1[CH:6]=[C:5]([NH:7][C:8]([NH2:17])=[NH:9])[CH:4]=[N:3]1. (5) Given the reactants [NH2:1][C:2]1[C:7]([C:8]#[N:9])=[C:6]([CH:10]2[CH2:15][CH2:14][O:13][CH2:12][CH2:11]2)[C:5]([C:16]#[N:17])=[C:4]([SH:18])[N:3]=1.Cl[CH2:20][C:21]1[N:22]=[C:23]([C:26]2[CH:31]=[CH:30][C:29]([Cl:32])=[CH:28][CH:27]=2)[S:24][CH:25]=1.C(=O)(O)[O-].[Na+], predict the reaction product. The product is: [NH2:1][C:2]1[C:7]([C:8]#[N:9])=[C:6]([CH:10]2[CH2:11][CH2:12][O:13][CH2:14][CH2:15]2)[C:5]([C:16]#[N:17])=[C:4]([S:18][CH2:20][C:21]2[N:22]=[C:23]([C:26]3[CH:31]=[CH:30][C:29]([Cl:32])=[CH:28][CH:27]=3)[S:24][CH:25]=2)[N:3]=1. (6) Given the reactants [Si:1]([O:18][CH2:19][C:20]1[C:21]([N:35]2[CH2:40][C@H:39]([CH3:41])[O:38][C@H:37]([CH3:42])[CH2:36]2)=[C:22]([F:34])[C:23]2[O:27][N:26]=[C:25]([C:28](OCC)=[O:29])[C:24]=2[CH:33]=1)([C:14]([CH3:17])([CH3:16])[CH3:15])([C:8]1[CH:13]=[CH:12][CH:11]=[CH:10][CH:9]=1)[C:2]1[CH:7]=[CH:6][CH:5]=[CH:4][CH:3]=1.Cl.[CH3:44][N:45]1[CH2:50][CH2:49][NH:48][CH2:47][C:46]1=[O:51], predict the reaction product. The product is: [Si:1]([O:18][CH2:19][C:20]1[C:21]([N:35]2[CH2:40][C@H:39]([CH3:41])[O:38][C@H:37]([CH3:42])[CH2:36]2)=[C:22]([F:34])[C:23]2[O:27][N:26]=[C:25]([C:28]([N:48]3[CH2:49][CH2:50][N:45]([CH3:44])[C:46](=[O:51])[CH2:47]3)=[O:29])[C:24]=2[CH:33]=1)([C:14]([CH3:15])([CH3:16])[CH3:17])([C:2]1[CH:7]=[CH:6][CH:5]=[CH:4][CH:3]=1)[C:8]1[CH:13]=[CH:12][CH:11]=[CH:10][CH:9]=1.